From a dataset of Full USPTO retrosynthesis dataset with 1.9M reactions from patents (1976-2016). Predict the reactants needed to synthesize the given product. (1) The reactants are: [CH2:1]([O:5][C:6]([C:8]1[N:9]=[C:10](O)[C:11]2[C:16]([C:17]=1[OH:18])=[CH:15][C:14]([O:19][C:20]1[CH:21]=[CH:22][C:23]3[O:27][C:26]([N:28]([CH3:30])[CH3:29])=[N:25][C:24]=3[CH:31]=1)=[CH:13][CH:12]=2)=[O:7])[CH2:2][CH2:3][CH3:4].C(OC(C1N=C(O)C2C(C=1O)=CC=C(OC1C=CC3OC(N(C)C)=NC=3C=1)C=2)=O)CCC.P(Cl)(Cl)([Cl:67])=O.C(=O)(O)[O-].[Na+]. Given the product [CH2:1]([O:5][C:6]([C:8]1[N:9]=[C:10]([Cl:67])[C:11]2[C:16]([C:17]=1[OH:18])=[CH:15][C:14]([O:19][C:20]1[CH:21]=[CH:22][C:23]3[O:27][C:26]([N:28]([CH3:30])[CH3:29])=[N:25][C:24]=3[CH:31]=1)=[CH:13][CH:12]=2)=[O:7])[CH2:2][CH2:3][CH3:4], predict the reactants needed to synthesize it. (2) Given the product [CH3:1][O:2][C:3](=[O:31])[CH:4]([C:9]1[CH:10]=[C:11]([OH:23])[CH:12]=[C:13]([O:15][CH2:16][C:17]2[CH:22]=[CH:21][CH:20]=[CH:19][CH:18]=2)[CH:14]=1)[CH2:5][C:6]([CH3:8])=[CH2:7], predict the reactants needed to synthesize it. The reactants are: [CH3:1][O:2][C:3](=[O:31])[CH:4]([C:9]1[CH:14]=[C:13]([O:15][CH2:16][C:17]2[CH:22]=[CH:21][CH:20]=[CH:19][CH:18]=2)[CH:12]=[C:11]([O:23]CC2C=CC=CC=2)[CH:10]=1)[CH2:5][C:6]([CH3:8])=[CH2:7].[OH-].[Na+]. (3) Given the product [OH:1][CH2:2][C@@H:3]([NH:5][C:6]([C:8]1[CH:9]=[C:10]([C:21]([OH:23])=[O:22])[CH:11]=[C:12]([C:14]2[CH:19]=[CH:18][C:17]([CH3:20])=[CH:16][CH:15]=2)[CH:13]=1)=[O:7])[CH3:4], predict the reactants needed to synthesize it. The reactants are: [OH:1][CH2:2][C@@H:3]([NH:5][C:6]([C:8]1[CH:9]=[C:10]([C:21]([O:23]C)=[O:22])[CH:11]=[C:12]([C:14]2[CH:19]=[CH:18][C:17]([CH3:20])=[CH:16][CH:15]=2)[CH:13]=1)=[O:7])[CH3:4].[OH-].[Li+].C1COCC1.Cl.